Dataset: Merck oncology drug combination screen with 23,052 pairs across 39 cell lines. Task: Regression. Given two drug SMILES strings and cell line genomic features, predict the synergy score measuring deviation from expected non-interaction effect. Drug 1: COc1cc(C2c3cc4c(cc3C(OC3OC5COC(C)OC5C(O)C3O)C3COC(=O)C23)OCO4)cc(OC)c1O. Drug 2: COC1=C2CC(C)CC(OC)C(O)C(C)C=C(C)C(OC(N)=O)C(OC)C=CC=C(C)C(=O)NC(=CC1=O)C2=O. Cell line: ES2. Synergy scores: synergy=-0.956.